This data is from Catalyst prediction with 721,799 reactions and 888 catalyst types from USPTO. The task is: Predict which catalyst facilitates the given reaction. (1) The catalyst class is: 58. Reactant: [CH2:1]([OH:11])[CH2:2][CH2:3][CH2:4][CH2:5][CH2:6][CH2:7][CH2:8][CH2:9][OH:10].[OH-].[Na+].S(OC)(O[CH3:18])(=O)=O. Product: [CH3:18][O:11][CH2:1][CH2:2][CH2:3][CH2:4][CH2:5][CH2:6][CH2:7][CH2:8][CH2:9][OH:10]. (2) Reactant: [Br:1][C:2]1[CH:7]=[CH:6][C:5]([C@@H:8]([C:20]2[CH:25]=[CH:24][CH:23]=[CH:22][C:21]=2[CH3:26])[CH2:9][C:10]([C:12]2[CH:13]=[N:14][C:15]([O:18]C)=[CH:16][CH:17]=2)=[O:11])=[CH:4][CH:3]=1.Cl. Product: [Br:1][C:2]1[CH:3]=[CH:4][C:5]([C@@H:8]([C:20]2[CH:25]=[CH:24][CH:23]=[CH:22][C:21]=2[CH3:26])[CH2:9][C:10]([C:12]2[CH:17]=[CH:16][C:15](=[O:18])[NH:14][CH:13]=2)=[O:11])=[CH:6][CH:7]=1. The catalyst class is: 12. (3) Reactant: [C:1]([C:3]1[C:4](=[O:18])[N:5]2[C:9](=[CH:10][C:11]=1[CH3:12])[C:8]([OH:13])=[C:7](C(OC)=O)[CH2:6]2)#[N:2].Cl. Product: [CH3:12][C:11]1[CH:10]=[C:9]2[N:5]([CH2:6][CH2:7][C:8]2=[O:13])[C:4](=[O:18])[C:3]=1[C:1]#[N:2]. The catalyst class is: 15. (4) Reactant: [C:1]([O:5][C:6]([N:8]1[CH2:13][CH2:12][C:11]2[N:14]([CH3:24])[C:15]([C:17]3[CH:22]=[CH:21][N:20]=[C:19]([NH2:23])[N:18]=3)=[CH:16][C:10]=2[C:9]1=[O:25])=[O:7])([CH3:4])([CH3:3])[CH3:2].[CH3:26][C:27]1[CH:28]=[C:29]([C:32](Cl)=[O:33])[S:30][CH:31]=1. Product: [C:1]([O:5][C:6]([N:8]1[CH2:13][CH2:12][C:11]2[N:14]([CH3:24])[C:15]([C:17]3[CH:22]=[CH:21][N:20]=[C:19]([NH:23][C:32]([C:29]4[S:30][CH:31]=[C:27]([CH3:26])[CH:28]=4)=[O:33])[N:18]=3)=[CH:16][C:10]=2[C:9]1=[O:25])=[O:7])([CH3:4])([CH3:3])[CH3:2]. The catalyst class is: 383. (5) Reactant: CCN(C(C)C)C(C)C.[C:10]([O:14][CH3:15])(=[O:13])[CH2:11][OH:12].[C:16](Cl)([C:29]1[CH:34]=[CH:33][CH:32]=[CH:31][CH:30]=1)([C:23]1[CH:28]=[CH:27][CH:26]=[CH:25][CH:24]=1)[C:17]1[CH:22]=[CH:21][CH:20]=[CH:19][CH:18]=1. Product: [C:16]([O:12][CH2:11][C:10]([O:14][CH3:15])=[O:13])([C:17]1[CH:22]=[CH:21][CH:20]=[CH:19][CH:18]=1)([C:29]1[CH:30]=[CH:31][CH:32]=[CH:33][CH:34]=1)[C:23]1[CH:24]=[CH:25][CH:26]=[CH:27][CH:28]=1. The catalyst class is: 2.